This data is from Reaction yield outcomes from USPTO patents with 853,638 reactions. The task is: Predict the reaction yield, written as a fraction of the theoretical maximum amount of product (1.0 means a 100% yield; for example, 0.34 means a 34% yield). The reactants are [F:1][C:2]1[CH:29]=[C:28]([F:30])[CH:27]=[CH:26][C:3]=1[CH2:4][O:5][C:6]1[CH:11]=[C:10]([CH3:12])[N:9]([C:13]2[CH:14]=[C:15]([CH:20]=[CH:21][C:22]=2[O:23][CH3:24])[C:16]([O:18][CH3:19])=[O:17])[C:8](=[O:25])[CH:7]=1.[Br:31]N1C(=O)CCC1=O.C([O-])(O)=O.[Na+]. No catalyst specified. The product is [Br:31][C:7]1[C:8](=[O:25])[N:9]([C:13]2[CH:14]=[C:15]([CH:20]=[CH:21][C:22]=2[O:23][CH3:24])[C:16]([O:18][CH3:19])=[O:17])[C:10]([CH3:12])=[CH:11][C:6]=1[O:5][CH2:4][C:3]1[CH:26]=[CH:27][C:28]([F:30])=[CH:29][C:2]=1[F:1]. The yield is 0.310.